Task: Predict which catalyst facilitates the given reaction.. Dataset: Catalyst prediction with 721,799 reactions and 888 catalyst types from USPTO (1) Reactant: [CH2:1]([O:5][CH2:6][CH2:7][O:8][C:9]1[CH:14]=[CH:13][C:12]([C:15]2[CH:16]=[CH:17][C:18]3[N:24]([CH:25]=[O:26])[CH2:23][CH2:22][C:21]([C:27]([NH:29][C:30]4[CH:35]=[CH:34][C:33]([C@H:36]([OH:43])[C:37]5[CH:42]=[CH:41][CH:40]=[CH:39][N:38]=5)=[CH:32][CH:31]=4)=[O:28])=[CH:20][C:19]=3[CH:44]=2)=[CH:11][CH:10]=1)[CH2:2][CH2:3][CH3:4].ClC1C=CC=C(C(OO)=[O:53])C=1.S([O-])([O-])(=O)=S.[Na+].[Na+]. Product: [CH2:1]([O:5][CH2:6][CH2:7][O:8][C:9]1[CH:10]=[CH:11][C:12]([C:15]2[CH:16]=[CH:17][C:18]3[N:24]([CH:25]=[O:26])[CH2:23][CH2:22][C:21]([C:27]([NH:29][C:30]4[CH:31]=[CH:32][C:33]([C@H:36]([OH:43])[C:37]5[CH:42]=[CH:41][CH:40]=[CH:39][N+:38]=5[O-:53])=[CH:34][CH:35]=4)=[O:28])=[CH:20][C:19]=3[CH:44]=2)=[CH:13][CH:14]=1)[CH2:2][CH2:3][CH3:4]. The catalyst class is: 4. (2) Product: [N+:1]([C:4]1[CH:5]=[C:6]([CH2:7][OH:8])[CH:10]=[CH:11][C:12]=1[N+:13]([O-:15])=[O:14])([O-:3])=[O:2]. Reactant: [N+:1]([C:4]1[CH:5]=[C:6]([CH:10]=[CH:11][C:12]=1[N+:13]([O-:15])=[O:14])[C:7](O)=[O:8])([O-:3])=[O:2]. The catalyst class is: 7. (3) Reactant: [CH:1]([C:4]1[C:8](/[CH:9]=[CH:10]/[C:11]([O:13][CH2:14][CH3:15])=[O:12])=[CH:7][N:6]([C:16]2[CH:21]=[CH:20][C:19]([C:22]([F:25])([F:24])[F:23])=[CH:18][N:17]=2)[N:5]=1)([CH3:3])[CH3:2]. Product: [CH:1]([C:4]1[C:8]([CH2:9][CH2:10][C:11]([O:13][CH2:14][CH3:15])=[O:12])=[CH:7][N:6]([C:16]2[CH:21]=[CH:20][C:19]([C:22]([F:23])([F:25])[F:24])=[CH:18][N:17]=2)[N:5]=1)([CH3:2])[CH3:3]. The catalyst class is: 481. (4) Product: [Br:1][C:2]1[N:3]=[CH:4][C:5]([N:9]2[CH2:14][CH2:13][S:12](=[O:16])(=[O:15])[CH2:11][CH2:10]2)=[CH:6][CH:7]=1. The catalyst class is: 720. Reactant: [Br:1][C:2]1[CH:7]=[CH:6][C:5](I)=[CH:4][N:3]=1.[NH:9]1[CH2:14][CH2:13][S:12](=[O:16])(=[O:15])[CH2:11][CH2:10]1.C1(P(C2C=CC=CC=2)C2C3OC4C(=CC=CC=4P(C4C=CC=CC=4)C4C=CC=CC=4)C(C)(C)C=3C=CC=2)C=CC=CC=1.CC(C)([O-])C.[Na+].